This data is from NCI-60 drug combinations with 297,098 pairs across 59 cell lines. The task is: Regression. Given two drug SMILES strings and cell line genomic features, predict the synergy score measuring deviation from expected non-interaction effect. Drug 1: CC1=C2C(C(=O)C3(C(CC4C(C3C(C(C2(C)C)(CC1OC(=O)C(C(C5=CC=CC=C5)NC(=O)OC(C)(C)C)O)O)OC(=O)C6=CC=CC=C6)(CO4)OC(=O)C)OC)C)OC. Drug 2: C1=CC(=C2C(=C1NCCNCCO)C(=O)C3=C(C=CC(=C3C2=O)O)O)NCCNCCO. Cell line: UO-31. Synergy scores: CSS=55.7, Synergy_ZIP=0.196, Synergy_Bliss=3.38, Synergy_Loewe=7.44, Synergy_HSA=9.14.